This data is from Full USPTO retrosynthesis dataset with 1.9M reactions from patents (1976-2016). The task is: Predict the reactants needed to synthesize the given product. Given the product [O:31]=[S:28]1(=[O:32])[CH2:29][CH2:30][N:25]([C:19]([C:18]2[CH:17]=[N:16][C:15]([O:14][CH2:13][C:12]3[C:8]([C:5]4[CH:4]=[CH:3][C:2]([F:1])=[CH:7][CH:6]=4)=[N:9][O:10][C:11]=3[CH3:24])=[CH:23][CH:22]=2)=[O:21])[CH2:26][CH2:27]1, predict the reactants needed to synthesize it. The reactants are: [F:1][C:2]1[CH:7]=[CH:6][C:5]([C:8]2[C:12]([CH2:13][O:14][C:15]3[CH:23]=[CH:22][C:18]([C:19]([OH:21])=O)=[CH:17][N:16]=3)=[C:11]([CH3:24])[O:10][N:9]=2)=[CH:4][CH:3]=1.[NH:25]1[CH2:30][CH2:29][S:28](=[O:32])(=[O:31])[CH2:27][CH2:26]1.